This data is from Catalyst prediction with 721,799 reactions and 888 catalyst types from USPTO. The task is: Predict which catalyst facilitates the given reaction. (1) Reactant: [Cl:1][C:2]1[CH:9]=[CH:8][C:5]([CH:6]=O)=[CH:4][CH:3]=1.[N+:10]([CH2:13][CH3:14])([O-:12])=[O:11].N1CCCCC1. Product: [Cl:1][C:2]1[CH:9]=[CH:8][C:5](/[CH:6]=[C:13](/[N+:10]([O-:12])=[O:11])\[CH3:14])=[CH:4][CH:3]=1. The catalyst class is: 11. (2) Reactant: C(OC(=O)[NH:7][C@H:8]([C:11]1[N:19]([C:20]2[CH:25]=[CH:24][CH:23]=[CH:22][CH:21]=2)[C:14]2=[N:15][CH:16]=[CH:17][CH:18]=[C:13]2[N:12]=1)[CH2:9][CH3:10])(C)(C)C.C(O)(C(F)(F)F)=O. The catalyst class is: 2. Product: [C:20]1([N:19]2[C:14]3=[N:15][CH:16]=[CH:17][CH:18]=[C:13]3[N:12]=[C:11]2[C@@H:8]([NH2:7])[CH2:9][CH3:10])[CH:21]=[CH:22][CH:23]=[CH:24][CH:25]=1.